From a dataset of Catalyst prediction with 721,799 reactions and 888 catalyst types from USPTO. Predict which catalyst facilitates the given reaction. Reactant: [CH:1]1([N:5]2[CH2:11][CH2:10][C:9]3[CH:12]=[C:13]([CH2:16][C:17]([O:19]CC)=O)[CH:14]=[CH:15][C:8]=3[CH2:7][CH2:6]2)[CH2:4][CH2:3][CH2:2]1.[OH-].[Li+].S(Cl)([Cl:26])=O. Product: [CH:1]1([N:5]2[CH2:11][CH2:10][C:9]3[CH:12]=[C:13]([CH2:16][C:17]([Cl:26])=[O:19])[CH:14]=[CH:15][C:8]=3[CH2:7][CH2:6]2)[CH2:4][CH2:3][CH2:2]1. The catalyst class is: 20.